From a dataset of Full USPTO retrosynthesis dataset with 1.9M reactions from patents (1976-2016). Predict the reactants needed to synthesize the given product. (1) The reactants are: [CH3:1][O:2][C:3]1[CH:4]=[C:5]([C:9]2[N:10]([CH2:24][C:25]3[CH:30]=[CH:29][CH:28]=[CH:27][C:26]=3[OH:31])[C:11]3[C:12]([N:23]=2)=[N:13][CH:14]=[C:15]([C:17]2[CH:22]=[CH:21][CH:20]=[CH:19][CH:18]=2)[CH:16]=3)[CH:6]=[CH:7][CH:8]=1.[C:32]([O:35][CH2:36][CH2:37]Br)(=[O:34])[CH3:33].CN(C)C=O.C(=O)([O-])[O-].[K+].[K+]. Given the product [C:32]([O:35][CH2:36][CH2:37][O:31][C:26]1[CH:27]=[CH:28][CH:29]=[CH:30][C:25]=1[CH2:24][N:10]1[C:11]2[C:12](=[N:13][CH:14]=[C:15]([C:17]3[CH:22]=[CH:21][CH:20]=[CH:19][CH:18]=3)[CH:16]=2)[N:23]=[C:9]1[C:5]1[CH:6]=[CH:7][CH:8]=[C:3]([O:2][CH3:1])[CH:4]=1)(=[O:34])[CH3:33], predict the reactants needed to synthesize it. (2) Given the product [C:17]([O:16][C:15](=[O:21])[NH:2][CH2:3][CH2:4][N:5]1[C:9]2[CH:10]=[CH:11][CH:12]=[CH:13][C:8]=2[NH:7][C:6]1=[O:14])([CH3:20])([CH3:19])[CH3:18], predict the reactants needed to synthesize it. The reactants are: Cl.[NH2:2][CH2:3][CH2:4][N:5]1[C:9]2[CH:10]=[CH:11][CH:12]=[CH:13][C:8]=2[NH:7][C:6]1=[O:14].[C:15](O[C:15]([O:16][C:17]([CH3:20])([CH3:19])[CH3:18])=[O:21])(=[O:21])[O:16][C:17]([CH3:20])([CH3:19])[CH3:18]. (3) Given the product [NH2:8][C:5]1[CH:6]=[CH:7][C:2]([CH3:1])=[C:3]([N:11]2[CH2:15][CH2:14][O:13][C:12]2=[O:16])[CH:4]=1, predict the reactants needed to synthesize it. The reactants are: [CH3:1][C:2]1[CH:7]=[CH:6][C:5]([N+:8]([O-])=O)=[CH:4][C:3]=1[N:11]1[CH2:15][CH2:14][O:13][C:12]1=[O:16].BrC1C=C([N+]([O-])=O)C=CC=1C.N[C@@H]1CCCC[C@H]1N.O1CCNC1=O.C(=O)([O-])[O-].[K+].[K+].